Dataset: Full USPTO retrosynthesis dataset with 1.9M reactions from patents (1976-2016). Task: Predict the reactants needed to synthesize the given product. (1) Given the product [Cl:23][C:22]1[C:17]([N:10]([CH:11]2[CH2:12][CH2:13][CH2:14][CH2:15][CH2:16]2)[NH:9][C:7](=[O:8])[C:6]2[CH:5]=[CH:4][C:3]([CH2:2][N:38]3[CH2:37][CH2:36][CH:35]([N:32]4[CH2:31][CH2:30][N:29]([CH3:28])[CH2:34][CH2:33]4)[CH2:40][CH2:39]3)=[CH:27][CH:26]=2)=[N:18][C:19]([C:24]#[N:25])=[N:20][CH:21]=1, predict the reactants needed to synthesize it. The reactants are: Br[CH2:2][C:3]1[CH:27]=[CH:26][C:6]([C:7]([NH:9][N:10]([C:17]2[C:22]([Cl:23])=[CH:21][N:20]=[C:19]([C:24]#[N:25])[N:18]=2)[CH:11]2[CH2:16][CH2:15][CH2:14][CH2:13][CH2:12]2)=[O:8])=[CH:5][CH:4]=1.[CH3:28][N:29]1[CH2:34][CH2:33][N:32]([CH:35]2[CH2:40][CH2:39][NH:38][CH2:37][CH2:36]2)[CH2:31][CH2:30]1.CCN(C(C)C)C(C)C.CCOC(C)=O. (2) Given the product [F:1][C:2]1([F:25])[CH2:7][CH2:6][C:5]([CH2:9][NH:10][C:11]([C:13]2[C:14]3[CH:15]=[CH:16][C:17]([N:38]4[CH2:39][CH2:40][C@H:36]([F:35])[CH2:37]4)=[N:18][C:19]=3[CH:20]=[CH:21][C:22]=2[Cl:23])=[O:12])([OH:8])[CH2:4][CH2:3]1, predict the reactants needed to synthesize it. The reactants are: [F:1][C:2]1([F:25])[CH2:7][CH2:6][C:5]([CH2:9][NH:10][C:11]([C:13]2[C:14]3[CH:15]=[CH:16][C:17](Cl)=[N:18][C:19]=3[CH:20]=[CH:21][C:22]=2[Cl:23])=[O:12])([OH:8])[CH2:4][CH2:3]1.CCN(C(C)C)C(C)C.[F:35][C@H:36]1[CH2:40][CH2:39][NH:38][CH2:37]1.